Dataset: Reaction yield outcomes from USPTO patents with 853,638 reactions. Task: Predict the reaction yield, written as a fraction of the theoretical maximum amount of product (1.0 means a 100% yield; for example, 0.34 means a 34% yield). (1) The catalyst is C(O)C.O. The reactants are [C:1]([C:3]1[CH:26]=[CH:25][C:6]([C:7]([NH:9][C:10]2[NH:11][N:12]=[C:13]([CH2:15][CH2:16][C:17]3[CH:22]=[CH:21][CH:20]=[C:19]([O:23][CH3:24])[CH:18]=3)[CH:14]=2)=[O:8])=[CH:5][CH:4]=1)#[N:2].[OH-:27].[Na+]. The yield is 0.100. The product is [CH3:24][O:23][C:19]1[CH:18]=[C:17]([CH2:16][CH2:15][C:13]2[CH:14]=[C:10]([NH:9][C:7]([C:6]3[CH:5]=[CH:4][C:3]([C:1]([NH2:2])=[O:27])=[CH:26][CH:25]=3)=[O:8])[NH:11][N:12]=2)[CH:22]=[CH:21][CH:20]=1. (2) The reactants are [F:1][C:2]1[CH:3]=[C:4]([NH:9][C:10](=[O:26])[C:11](=O)[C:12]2[S:16][C:15]([C:17]([O:19][C:20]([CH3:23])([CH3:22])[CH3:21])=[O:18])=[N:14][C:13]=2[NH2:24])[CH:5]=[CH:6][C:7]=1[F:8].Cl.[NH2:28][OH:29]. The catalyst is N1C=CC=CC=1. The product is [F:1][C:2]1[CH:3]=[C:4]([NH:9][C:10](=[O:26])[C:11]([C:12]2[S:16][C:15]([C:17]([O:19][C:20]([CH3:23])([CH3:22])[CH3:21])=[O:18])=[N:14][C:13]=2[NH2:24])=[N:28][OH:29])[CH:5]=[CH:6][C:7]=1[F:8]. The yield is 0.810. (3) The reactants are [CH3:1][N:2]([CH:4]=[C:5]([C:8](=O)[CH2:9][CH3:10])[C:6]#[N:7])C.Cl.C(N)=[NH:14].C(N(CC)CC)C. The product is [CH2:9]([C:8]1[C:5]([C:6]#[N:7])=[CH:4][N:2]=[CH:1][N:14]=1)[CH3:10]. The catalyst is C(O)C. The yield is 0.350.